Dataset: Full USPTO retrosynthesis dataset with 1.9M reactions from patents (1976-2016). Task: Predict the reactants needed to synthesize the given product. (1) Given the product [Cl:23][C:13]1[N:12]([CH3:16])[C:11]2[C:6]([CH:3]([CH2:4][CH3:5])[CH2:1][CH3:2])=[CH:7][CH:8]=[C:9]([C:17]([O:19][CH3:20])=[O:18])[C:10]=2[N:14]=1, predict the reactants needed to synthesize it. The reactants are: [CH2:1]([CH:3]([C:6]1[C:11]2[N:12]([CH3:16])[C:13](=O)[NH:14][C:10]=2[C:9]([C:17]([O:19][CH3:20])=[O:18])=[CH:8][CH:7]=1)[CH2:4][CH3:5])[CH3:2].P(Cl)(Cl)([Cl:23])=O. (2) Given the product [OH:1][C:2]1([CH3:26])[CH2:3][CH2:4][N:5]([C@H:8]([C:20]2[CH:25]=[CH:24][CH:23]=[CH:22][CH:21]=2)[C:9]([OH:11])=[O:10])[CH2:6][CH2:7]1, predict the reactants needed to synthesize it. The reactants are: [OH:1][C:2]1([CH3:26])[CH2:7][CH2:6][N:5]([C@H:8]([C:20]2[CH:25]=[CH:24][CH:23]=[CH:22][CH:21]=2)[C:9]([O:11][C@H](C2C=CC=CC=2)C)=[O:10])[CH2:4][CH2:3]1.FC(F)(F)C(O)=O. (3) Given the product [S:18]1(=[O:23])(=[O:22])[N:17]2[CH2:12][CH2:13][CH2:14][CH2:15][CH:16]2[CH2:21][CH2:20][O:19]1, predict the reactants needed to synthesize it. The reactants are: CC1C=CC(S(O[CH2:12][CH2:13][CH2:14][CH2:15][CH:16]2[CH2:21][CH2:20][O:19][S:18](=[O:23])(=[O:22])[NH:17]2)(=O)=O)=CC=1.C([O-])([O-])=O.[K+].[K+]. (4) Given the product [CH2:8]([NH:7][C:44]([C:23]1[N:22]=[C:21]([C:27]([F:30])([F:29])[F:28])[N:15]2[CH2:16][CH2:17][N:12]([C:10](=[O:11])[CH2:9][C@H:8]([NH2:7])[CH2:31][C:32]3[CH:37]=[C:36]([F:38])[C:35]([F:39])=[CH:34][C:33]=3[F:40])[CH2:13][C:14]=12)=[O:46])[CH2:9][CH3:10], predict the reactants needed to synthesize it. The reactants are: C(OC(=O)[NH:7][C@H:8]([CH2:31][C:32]1[CH:37]=[C:36]([F:38])[C:35]([F:39])=[CH:34][C:33]=1[F:40])[CH2:9][C:10]([N:12]1[CH2:17][CH:16](C(=O)N)[N:15]2[C:21]([C:27]([F:30])([F:29])[F:28])=[N:22][C:23](CCC)=[C:14]2[CH2:13]1)=[O:11])(C)(C)C.FC(F)(F)[C:44]([OH:46])=O. (5) Given the product [Br-:23].[OH:10][C:9]([C:17]1[CH:22]=[CH:21][CH:20]=[CH:19][CH:18]=1)([C:11]1[CH:12]=[CH:13][CH:14]=[CH:15][CH:16]=1)[C:4]12[CH2:5][CH2:6][N+:1]([CH2:24][CH2:25][O:26][CH2:27][C:28]3[CH:33]=[CH:32][CH:31]=[C:30]([O:34][CH3:35])[CH:29]=3)([CH2:2][CH2:3]1)[CH2:8][CH2:7]2, predict the reactants needed to synthesize it. The reactants are: [N:1]12[CH2:8][CH2:7][C:4]([C:9]([C:17]3[CH:22]=[CH:21][CH:20]=[CH:19][CH:18]=3)([C:11]3[CH:16]=[CH:15][CH:14]=[CH:13][CH:12]=3)[OH:10])([CH2:5][CH2:6]1)[CH2:3][CH2:2]2.[Br:23][CH2:24][CH2:25][O:26][CH2:27][C:28]1[CH:33]=[CH:32][CH:31]=[C:30]([O:34][CH3:35])[CH:29]=1.